Dataset: Full USPTO retrosynthesis dataset with 1.9M reactions from patents (1976-2016). Task: Predict the reactants needed to synthesize the given product. Given the product [N:1]([CH2:4][CH2:5][O:6][CH2:7][CH2:8][O:9][CH2:10][CH2:11][O:12][CH2:13][CH2:14][O:15][CH2:16][CH2:17][O:18][CH2:19][CH2:20][O:21][CH2:22][CH2:23][O:24][CH2:25][CH2:26][O:27][CH2:28][CH2:29][O:30][CH2:31][CH2:32][O:33][CH2:34][CH2:35][O:36][CH2:37][CH2:38][NH:39][C:40](=[O:76])[CH2:41][C@@H:42]([C:69]([OH:71])=[O:70])[NH:43][C:44](=[O:68])[CH2:45][CH2:46][CH2:47][CH2:48][CH2:49][CH2:50][CH2:51][CH2:52][CH2:53][CH2:54][CH2:55][CH2:56][CH2:57][CH2:58][CH2:59][CH2:60][C:61]([OH:63])=[O:62])=[N+:2]=[N-:3], predict the reactants needed to synthesize it. The reactants are: [N:1]([CH2:4][CH2:5][O:6][CH2:7][CH2:8][O:9][CH2:10][CH2:11][O:12][CH2:13][CH2:14][O:15][CH2:16][CH2:17][O:18][CH2:19][CH2:20][O:21][CH2:22][CH2:23][O:24][CH2:25][CH2:26][O:27][CH2:28][CH2:29][O:30][CH2:31][CH2:32][O:33][CH2:34][CH2:35][O:36][CH2:37][CH2:38][NH:39][C:40](=[O:76])[CH2:41][C@@H:42]([C:69]([O:71]C(C)(C)C)=[O:70])[NH:43][C:44](=[O:68])[CH2:45][CH2:46][CH2:47][CH2:48][CH2:49][CH2:50][CH2:51][CH2:52][CH2:53][CH2:54][CH2:55][CH2:56][CH2:57][CH2:58][CH2:59][CH2:60][C:61]([O:63]C(C)(C)C)=[O:62])=[N+:2]=[N-:3].C(O)(C(F)(F)F)=O.